Dataset: Catalyst prediction with 721,799 reactions and 888 catalyst types from USPTO. Task: Predict which catalyst facilitates the given reaction. (1) Product: [C:43]([Si:47]([CH3:53])([CH3:52])[O:48][CH2:49][CH2:50][O:51][C:39](=[O:40])[N:38]([C:6]1[CH:5]=[C:4]([CH3:3])[C:9](/[CH:10]=[CH:11]/[S:12]([N:15]2[CH2:36][CH2:35][C:18]3([N:22]=[C:21]([C:23]4[CH:28]=[CH:27][CH:26]=[C:25]([O:29][C:30]([F:31])([F:33])[F:32])[CH:24]=4)[NH:20][C:19]3=[O:34])[CH2:17][CH2:16]2)(=[O:13])=[O:14])=[C:8]([CH3:37])[CH:7]=1)[CH3:42])([CH3:46])([CH3:45])[CH3:44]. Reactant: [H-].[Na+].[CH3:3][C:4]1[CH:5]=[C:6]([N:38]([CH3:42])[C:39](Cl)=[O:40])[CH:7]=[C:8]([CH3:37])[C:9]=1/[CH:10]=[CH:11]/[S:12]([N:15]1[CH2:36][CH2:35][C:18]2([N:22]=[C:21]([C:23]3[CH:28]=[CH:27][CH:26]=[C:25]([O:29][C:30]([F:33])([F:32])[F:31])[CH:24]=3)[NH:20][C:19]2=[O:34])[CH2:17][CH2:16]1)(=[O:14])=[O:13].[C:43]([Si:47]([CH3:53])([CH3:52])[O:48][CH2:49][CH2:50][OH:51])([CH3:46])([CH3:45])[CH3:44]. The catalyst class is: 7. (2) Reactant: [H-].[Al+3].[Li+].[H-].[H-].[H-].[Cl-].[Al+3].[Cl-].[Cl-].[CH2:11]([C:13]1[N:23]([CH2:24][C:25]2[CH:30]=[CH:29][C:28]([NH:31][C:32]3[CH:37]=[CH:36][C:35]([C:38]([N:40]4[CH2:45][CH2:44][N:43]([CH3:46])[CH2:42][CH2:41]4)=O)=[CH:34][CH:33]=3)=[CH:27][CH:26]=2)[C:16]2=[N:17][C:18]([CH3:22])=[CH:19][C:20]([CH3:21])=[C:15]2[N:14]=1)[CH3:12].[OH-].[Na+].C(O)(=O)/C=C/C(O)=O. Product: [CH2:11]([C:13]1[N:23]([CH2:24][C:25]2[CH:26]=[CH:27][C:28]([NH:31][C:32]3[CH:37]=[CH:36][C:35]([CH2:38][N:40]4[CH2:45][CH2:44][N:43]([CH3:46])[CH2:42][CH2:41]4)=[CH:34][CH:33]=3)=[CH:29][CH:30]=2)[C:16]2=[N:17][C:18]([CH3:22])=[CH:19][C:20]([CH3:21])=[C:15]2[N:14]=1)[CH3:12]. The catalyst class is: 1. (3) Reactant: Cl.[CH3:2][N:3]([CH3:11])[C:4](=[O:10])[C@H:5]([CH:7]([CH3:9])[CH3:8])[NH2:6].C(N(CC)CC)C.S=[C:20]1[CH2:24][S:23][C:22](=[O:25])[NH:21]1. Product: [CH3:2][N:3]([CH3:11])[C:4](=[O:10])[C@H:5]([CH:7]([CH3:9])[CH3:8])[NH:6][C:20]1[CH2:24][S:23][C:22](=[O:25])[N:21]=1. The catalyst class is: 8. (4) Reactant: [N:1]1[CH:2]=[CH:3][N:4]2[C:9]=1[CH:8]=[CH:7][C:6]([C:10]1[CH:15]=[CH:14][N:13]([CH2:16][C@@H:17]([N:22]3C(=O)C4C(=CC=CC=4)C3=O)[CH2:18][CH:19]([CH3:21])[CH3:20])[C:12](=[O:33])[CH:11]=1)=[N:5]2.C1C(=O)N([Cl:41])C(=O)C1. Product: [NH2:22][C@@H:17]([CH2:18][CH:19]([CH3:21])[CH3:20])[CH2:16][N:13]1[CH:14]=[CH:15][C:10]([C:6]2[CH:7]=[CH:8][C:9]3[N:4]([C:3]([Cl:41])=[CH:2][N:1]=3)[N:5]=2)=[CH:11][C:12]1=[O:33]. The catalyst class is: 31. (5) Reactant: [BH4-].[Na+].[Br:3][C:4]1[CH:9]=[C:8]([O:10][CH2:11][CH:12]2[CH2:14][CH2:13]2)[CH:7]=[CH:6][C:5]=1[CH2:15][C:16]([C:18]1[CH:23]=[CH:22][C:21]([O:24][Si:25]([CH:32]([CH3:34])[CH3:33])([CH:29]([CH3:31])[CH3:30])[CH:26]([CH3:28])[CH3:27])=[CH:20][N:19]=1)=[O:17]. Product: [Br:3][C:4]1[CH:9]=[C:8]([O:10][CH2:11][CH:12]2[CH2:13][CH2:14]2)[CH:7]=[CH:6][C:5]=1[CH2:15][CH:16]([C:18]1[CH:23]=[CH:22][C:21]([O:24][Si:25]([CH:29]([CH3:31])[CH3:30])([CH:26]([CH3:28])[CH3:27])[CH:32]([CH3:33])[CH3:34])=[CH:20][N:19]=1)[OH:17]. The catalyst class is: 8. (6) Reactant: [N+:1]([C:4]1[CH:13]=[CH:12][C:7](/[CH:8]=[CH:9]/[CH2:10]Cl)=[CH:6][CH:5]=1)([O-:3])=[O:2].[NH2:14][C:15]1[CH:20]=[CH:19][CH:18]=[CH:17][C:16]=1[SH:21].C(=O)([O-])[O-].[Na+].[Na+]. Product: [N+:1]([C:4]1[CH:13]=[CH:12][C:7](/[CH:8]=[CH:9]/[C:10]2[S:21][C:16]3[CH:17]=[CH:18][CH:19]=[CH:20][C:15]=3[N:14]=2)=[CH:6][CH:5]=1)([O-:3])=[O:2]. The catalyst class is: 3.